Task: Binary Classification. Given a T-cell receptor sequence (or CDR3 region) and an epitope sequence, predict whether binding occurs between them.. Dataset: TCR-epitope binding with 47,182 pairs between 192 epitopes and 23,139 TCRs The epitope is TPINLVRDL. The TCR CDR3 sequence is CSVEGTSGSSYNEQFF. Result: 1 (the TCR binds to the epitope).